From a dataset of Reaction yield outcomes from USPTO patents with 853,638 reactions. Predict the reaction yield, written as a fraction of the theoretical maximum amount of product (1.0 means a 100% yield; for example, 0.34 means a 34% yield). (1) The reactants are [CH2:6]([Sn](=O)[CH2:6][CH2:7][CH2:8][CH3:9])[CH2:7][CH2:8][CH3:9].[C:11]([O-])(=O)[C:12]([O-:14])=[O:13].[Sn+4].[C:18]([O-])(=O)C([O-])=O.[OH-].[K+].[C:26]1([CH2:32][CH2:33]O)[CH:31]=[CH:30][CH:29]=[CH:28][CH:27]=1. No catalyst specified. The product is [C:12]([O:14][CH2:33][CH2:32][C:26]1[CH:31]=[CH:30][CH:29]=[CH:28][CH:27]=1)(=[O:13])[C:11]1[CH:9]=[CH:8][CH:7]=[CH:6][CH:18]=1. The yield is 0.830. (2) The reactants are Br[C:2]1[CH:7]=[CH:6][C:5]([O:8][CH2:9][CH:10]2[CH2:15][CH2:14][N:13]([C:16]3[O:20][N:19]=[C:18]([CH:21]([CH3:23])[CH3:22])[N:17]=3)[CH2:12][CH2:11]2)=[CH:4][N:3]=1.[CH3:24][S:25]([C:28]1[CH:33]=[CH:32][C:31](B(O)O)=[CH:30][CH:29]=1)(=[O:27])=[O:26].C([O-])([O-])=O.[Na+].[Na+]. The catalyst is C1C=CC([P]([Pd]([P](C2C=CC=CC=2)(C2C=CC=CC=2)C2C=CC=CC=2)([P](C2C=CC=CC=2)(C2C=CC=CC=2)C2C=CC=CC=2)[P](C2C=CC=CC=2)(C2C=CC=CC=2)C2C=CC=CC=2)(C2C=CC=CC=2)C2C=CC=CC=2)=CC=1.COCCOC. The product is [CH3:22][CH:21]([C:18]1[N:17]=[C:16]([N:13]2[CH2:14][CH2:15][CH:10]([CH2:9][O:8][C:5]3[CH:6]=[CH:7][C:2]([C:31]4[CH:32]=[CH:33][C:28]([S:25]([CH3:24])(=[O:27])=[O:26])=[CH:29][CH:30]=4)=[N:3][CH:4]=3)[CH2:11][CH2:12]2)[O:20][N:19]=1)[CH3:23]. The yield is 0.210. (3) The reactants are CS([C:5]1[N:6]=[C:7]([C:38]([F:41])([F:40])[F:39])[C:8]2[C:13]([C:14]3[CH:19]=[CH:18][CH:17]=[CH:16][CH:15]=3)=[C:12]([C:20]3[CH:25]=[CH:24][C:23]([C:26]4([NH:30][C:31](=[O:37])[O:32][C:33]([CH3:36])([CH3:35])[CH3:34])[CH2:29][CH2:28][CH2:27]4)=[CH:22][CH:21]=3)[O:11][C:9]=2[N:10]=1)(=O)=O.[CH2:42]([CH2:44][NH2:45])[OH:43]. The catalyst is C1COCC1. The product is [OH:43][CH2:42][CH2:44][NH:45][C:5]1[N:6]=[C:7]([C:38]([F:39])([F:40])[F:41])[C:8]2[C:13]([C:14]3[CH:15]=[CH:16][CH:17]=[CH:18][CH:19]=3)=[C:12]([C:20]3[CH:25]=[CH:24][C:23]([C:26]4([NH:30][C:31](=[O:37])[O:32][C:33]([CH3:35])([CH3:34])[CH3:36])[CH2:29][CH2:28][CH2:27]4)=[CH:22][CH:21]=3)[O:11][C:9]=2[N:10]=1. The yield is 0.450. (4) The reactants are [BH4-].[Na+].[CH3:3][CH:4]1[CH2:9][C:8](=[O:10])[CH2:7][CH2:6][N:5]1[C:11]([O:13][C:14]([CH3:17])([CH3:16])[CH3:15])=[O:12]. The catalyst is C(O)C. The product is [OH:10][C@H:8]1[CH2:7][CH2:6][N:5]([C:11]([O:13][C:14]([CH3:17])([CH3:16])[CH3:15])=[O:12])[C@@H:4]([CH3:3])[CH2:9]1.[OH:10][C@@H:8]1[CH2:7][CH2:6][N:5]([C:11]([O:13][C:14]([CH3:17])([CH3:16])[CH3:15])=[O:12])[C@@H:4]([CH3:3])[CH2:9]1. The yield is 0.360. (5) The reactants are [O:1]=[S:2]1(=[O:25])[CH2:7][CH2:6][N:5]([CH2:8][CH2:9][CH2:10][O:11][C:12]2[CH:21]=[C:20]3[C:15]([C:16](=O)[NH:17][CH:18]=[N:19]3)=[CH:14][C:13]=2[O:23][CH3:24])[CH2:4][CH2:3]1.CN(C=O)C.S(Cl)([Cl:33])=O. The catalyst is C1(C)C=CC=CC=1. The product is [Cl:33][C:16]1[C:15]2[C:20](=[CH:21][C:12]([O:11][CH2:10][CH2:9][CH2:8][N:5]3[CH2:6][CH2:7][S:2](=[O:25])(=[O:1])[CH2:3][CH2:4]3)=[C:13]([O:23][CH3:24])[CH:14]=2)[N:19]=[CH:18][N:17]=1. The yield is 0.520. (6) The reactants are [C:1]1([S:7]([N:10]2[C:18]3[C:13](=[CH:14][C:15]([C:19](=O)[CH:20](Br)[CH3:21])=[CH:16][CH:17]=3)[CH:12]=[C:11]2[C:24]2[C:29]([F:30])=[CH:28][CH:27]=[CH:26][C:25]=2[F:31])(=[O:9])=[O:8])[CH:6]=[CH:5][CH:4]=[CH:3][CH:2]=1.[C:32]([NH2:40])(=[S:39])[C:33]1[CH:38]=[CH:37][CH:36]=[N:35][CH:34]=1. The catalyst is CCO. The product is [C:1]1([S:7]([N:10]2[C:18]3[C:13](=[CH:14][C:15]([C:19]4[N:40]=[C:32]([C:33]5[CH:34]=[N:35][CH:36]=[CH:37][CH:38]=5)[S:39][C:20]=4[CH3:21])=[CH:16][CH:17]=3)[CH:12]=[C:11]2[C:24]2[C:29]([F:30])=[CH:28][CH:27]=[CH:26][C:25]=2[F:31])(=[O:9])=[O:8])[CH:6]=[CH:5][CH:4]=[CH:3][CH:2]=1. The yield is 0.680. (7) The reactants are FC1C=CC=C(F)C=1N.C(N)C.[CH2:13]([NH:15][C:16]1[CH:21]=[CH:20][CH:19]=[C:18]([F:22])[C:17]=1[N+:23]([O-])=O)[CH3:14].C(NC1C=CC=C(NCC)C=1[N+]([O-])=O)C. The catalyst is CN(C)C=O.O1CCCC1.CO.[Pd]. The product is [CH2:13]([NH:15][C:16]1[C:17]([NH2:23])=[C:18]([F:22])[CH:19]=[CH:20][CH:21]=1)[CH3:14]. The yield is 0.520. (8) The reactants are [Cl:1][C:2]1[CH:3]=[C:4]2[C:8](=[CH:9][CH:10]=1)[NH:7][CH:6]=[C:5]2[CH2:11][CH2:12][NH:13][C:14](=[O:23])[C:15]1[CH:20]=[CH:19][CH:18]=[C:17]([CH2:21]Cl)[CH:16]=1.[F:24][C:25]1[CH:26]=[C:27](B(O)O)[CH:28]=[C:29]([F:31])[CH:30]=1.ClCCl.C(=O)([O-])[O-].[Na+].[Na+].[I-].[Na+]. The catalyst is C(COC)OC.O.C1C=CC(P(C2C=CC=CC=2)[C-]2C=CC=C2)=CC=1.C1C=CC(P(C2C=CC=CC=2)[C-]2C=CC=C2)=CC=1.Cl[Pd]Cl.[Fe+2]. The product is [Cl:1][C:2]1[CH:3]=[C:4]2[C:8](=[CH:9][CH:10]=1)[NH:7][CH:6]=[C:5]2[CH2:11][CH2:12][NH:13][C:14](=[O:23])[C:15]1[CH:20]=[CH:19][CH:18]=[C:17]([CH2:21][C:27]2[CH:26]=[C:25]([F:24])[CH:30]=[C:29]([F:31])[CH:28]=2)[CH:16]=1. The yield is 0.520. (9) The yield is 0.925. The catalyst is O.Cl. The reactants are [NH2:1][C:2]1[CH:11]=[CH:10][C:5]([C:6]([O:8][CH3:9])=[O:7])=[CH:4][CH:3]=1.[N:12]([O-])=O.[Na+].[Sn](Cl)(Cl)(Cl)Cl. The product is [NH:1]([C:2]1[CH:3]=[CH:4][C:5]([C:6]([O:8][CH3:9])=[O:7])=[CH:10][CH:11]=1)[NH2:12].